This data is from Full USPTO retrosynthesis dataset with 1.9M reactions from patents (1976-2016). The task is: Predict the reactants needed to synthesize the given product. (1) Given the product [CH3:19][N:12]([C:13]1[CH:14]=[CH:15][CH:16]=[CH:17][CH:18]=1)[S:9]([C:4]1[CH:5]=[CH:6][CH:7]=[CH:8][C:3]=1[CH2:2][C:20]1[C:28]2[C:27](=[O:29])[CH2:26][C:25]([CH3:30])([CH3:31])[CH2:24][C:23]=2[NH:22][C:21]=1[CH3:32])(=[O:11])=[O:10], predict the reactants needed to synthesize it. The reactants are: O[CH:2]([C:20]1[C:28]2[C:27](=[O:29])[CH2:26][C:25]([CH3:31])([CH3:30])[CH2:24][C:23]=2[NH:22][C:21]=1[CH3:32])[C:3]1[CH:8]=[CH:7][CH:6]=[CH:5][C:4]=1[S:9]([N:12]([CH3:19])[C:13]1[CH:18]=[CH:17][CH:16]=[CH:15][CH:14]=1)(=[O:11])=[O:10].FC(F)(F)S(O[Si](C)(C)C)(=O)=O.C([SiH](CC)CC)C.CO. (2) Given the product [OH:38][CH2:37][CH:36]([N:35]1[C:18](=[O:19])[C:17]2[C:20]([NH:26][C:27]3[CH:32]=[CH:31][C:30]([I:33])=[CH:29][C:28]=3[F:34])=[CH:21][C:22](=[O:25])[N:23]([CH3:24])[C:16]=2[N:15]=[CH:14]1)[CH2:39][OH:40], predict the reactants needed to synthesize it. The reactants are: [N+](C1C=C([N+]([O-])=O)C=CC=1N1[C:18](=[O:19])[C:17]2[C:20]([NH:26][C:27]3[CH:32]=[CH:31][C:30]([I:33])=[CH:29][C:28]=3[F:34])=[CH:21][C:22](=[O:25])[N:23]([CH3:24])[C:16]=2[N:15]=[CH:14]1)([O-])=O.[NH2:35][CH:36]([CH2:39][OH:40])[CH2:37][OH:38]. (3) The reactants are: Cl[C:2]1[CH:7]=[C:6]([C:8]2[NH:9][C:10]([S:20][CH3:21])=[N:11][C:12]=2[C:13]2[CH:18]=[CH:17][C:16]([F:19])=[CH:15][CH:14]=2)[CH:5]=[CH:4][N:3]=1.[O:22]([CH3:24])[Na]. Given the product [CH2:21]([S:20][C:10]1[NH:9][C:8]([C:6]2[CH:5]=[CH:4][N:3]=[C:2]([O:22][CH3:24])[CH:7]=2)=[C:12]([C:13]2[CH:18]=[CH:17][C:16]([F:19])=[CH:15][CH:14]=2)[N:11]=1)[C:13]1[CH:18]=[CH:17][CH:16]=[CH:15][CH:14]=1, predict the reactants needed to synthesize it. (4) Given the product [CH3:31][NH:32][C:3](=[O:30])[CH2:4][CH2:5][C:6]1[CH:10]=[C:9]([C:11]2[CH:12]=[N:13][CH:14]=[C:15]([O:17][CH2:18][C@@H:19]3[CH2:22][CH2:21][N:20]3[C:23]([O:25][C:26]([CH3:28])([CH3:27])[CH3:29])=[O:24])[CH:16]=2)[O:8][N:7]=1, predict the reactants needed to synthesize it. The reactants are: CO[C:3](=[O:30])[CH2:4][CH2:5][C:6]1[CH:10]=[C:9]([C:11]2[CH:12]=[N:13][CH:14]=[C:15]([O:17][CH2:18][C@@H:19]3[CH2:22][CH2:21][N:20]3[C:23]([O:25][C:26]([CH3:29])([CH3:28])[CH3:27])=[O:24])[CH:16]=2)[O:8][N:7]=1.[CH3:31][NH2:32].O.